This data is from Full USPTO retrosynthesis dataset with 1.9M reactions from patents (1976-2016). The task is: Predict the reactants needed to synthesize the given product. (1) Given the product [O:1]([CH2:8][C@@H:9]([OH:11])[CH2:10][NH:19][CH2:20][CH2:21][CH:22]([C:34]1[CH:35]=[CH:36][C:37]([NH:40][C:41]([O:43][CH3:44])=[O:42])=[CH:38][CH:39]=1)[C:23]1[CH:28]=[CH:27][C:26]([NH:29][C:30]([O:32][CH3:33])=[O:31])=[CH:25][CH:24]=1)[C:2]1[CH:3]=[CH:4][CH:5]=[CH:6][CH:7]=1, predict the reactants needed to synthesize it. The reactants are: [O:1]([CH2:8][C@H:9]1[O:11][CH2:10]1)[C:2]1[CH:7]=[CH:6][CH:5]=[CH:4][CH:3]=1.C([NH:19][CH2:20][CH2:21][CH:22]([C:34]1[CH:39]=[CH:38][C:37]([NH:40][C:41]([O:43][CH3:44])=[O:42])=[CH:36][CH:35]=1)[C:23]1[CH:28]=[CH:27][C:26]([NH:29][C:30]([O:32][CH3:33])=[O:31])=[CH:25][CH:24]=1)C1C=CC=CC=1.C(O)C.Cl. (2) Given the product [F:4][C:5]1[CH:10]=[CH:9][C:8]([CH2:11][C:12]2[O:13][C:2]([NH2:3])=[N:15][N:14]=2)=[CH:7][CH:6]=1, predict the reactants needed to synthesize it. The reactants are: Br[C:2]#[N:3].[F:4][C:5]1[CH:10]=[CH:9][C:8]([CH2:11][C:12]([NH:14][NH2:15])=[O:13])=[CH:7][CH:6]=1. (3) Given the product [CH2:1]([CH:7]1[CH2:16][CH2:15][C:14]2[CH:13]=[C:12]([C@H:17]3[CH2:26][CH2:25][C@@:19]4([NH:23][C:22](=[O:24])[O:21][CH2:20]4)[CH2:18]3)[CH:11]=[CH:10][C:9]=2[CH2:8]1)[CH2:2][CH2:3][CH2:4][CH2:5][CH3:6], predict the reactants needed to synthesize it. The reactants are: [CH2:1]([C:7]1[CH2:16][CH2:15][C:14]2[CH:13]=[C:12]([C@H:17]3[CH2:26][CH2:25][C@@:19]4([NH:23][C:22](=[O:24])[O:21][CH2:20]4)[CH2:18]3)[CH:11]=[CH:10][C:9]=2[CH:8]=1)[CH2:2][CH2:3][CH2:4][CH2:5][CH3:6]. (4) Given the product [C:4]([O:8][C:9]([NH:11][C@@H:12]([CH2:18][C:19]1[CH:24]=[CH:23][C:22]([C:25]2[CH:30]=[CH:29][CH:28]=[C:27]([CH2:31][NH:34][CH3:33])[CH:26]=2)=[CH:21][CH:20]=1)[C:13]([O:15][CH2:16][CH3:17])=[O:14])=[O:10])([CH3:7])([CH3:6])[CH3:5], predict the reactants needed to synthesize it. The reactants are: Cl.CN.[C:4]([O:8][C:9]([NH:11][C@@H:12]([CH2:18][C:19]1[CH:24]=[CH:23][C:22]([C:25]2[CH:30]=[CH:29][CH:28]=[C:27]([CH:31]=O)[CH:26]=2)=[CH:21][CH:20]=1)[C:13]([O:15][CH2:16][CH3:17])=[O:14])=[O:10])([CH3:7])([CH3:6])[CH3:5].[C:33]([BH3-])#[N:34].[Na+]. (5) Given the product [ClH:27].[OH:26][C@@:12]1([C:17]#[C:18][C:19]2[CH:20]=[C:21]([CH3:25])[CH:22]=[CH:23][CH:24]=2)[CH2:13][CH2:14][CH2:15][C@@H:16]2[C@H:11]1[CH2:10][CH2:9][NH:8]2, predict the reactants needed to synthesize it. The reactants are: C(OC([N:8]1[C@H:16]2[C@H:11]([C@:12]([OH:26])([C:17]#[C:18][C:19]3[CH:20]=[C:21]([CH3:25])[CH:22]=[CH:23][CH:24]=3)[CH2:13][CH2:14][CH2:15]2)[CH2:10][CH2:9]1)=O)(C)(C)C.[ClH:27]. (6) Given the product [OH:9][CH:10]([CH2:15][C:16]1[CH:24]=[C:23]([CH3:25])[C:22]2[C:18](=[CH:19][N:20]([CH2:26][O:27][CH2:28][CH2:29][Si:30]([CH3:32])([CH3:31])[CH3:33])[N:21]=2)[CH:17]=1)[C:11]([OH:13])=[O:12], predict the reactants needed to synthesize it. The reactants are: C([O:9][C:10](=[CH:15][C:16]1[CH:24]=[C:23]([CH3:25])[C:22]2[C:18](=[CH:19][N:20]([CH2:26][O:27][CH2:28][CH2:29][Si:30]([CH3:33])([CH3:32])[CH3:31])[N:21]=2)[CH:17]=1)[C:11]([O:13]C)=[O:12])(=O)C1C=CC=CC=1.CO.[H][H].O.[OH-].[Li+]. (7) Given the product [NH2:1][C:2]1([C:12]([O:14][CH2:19][CH3:20])=[O:13])[C:10]2[C:5](=[CH:6][C:7]([Br:11])=[CH:8][CH:9]=2)[CH2:4][CH2:3]1, predict the reactants needed to synthesize it. The reactants are: [NH2:1][C:2]1([C:12]([OH:14])=[O:13])[C:10]2[C:5](=[CH:6][C:7]([Br:11])=[CH:8][CH:9]=2)[CH2:4][CH2:3]1.S(Cl)(Cl)=O.[CH3:19][CH2:20]O. (8) Given the product [N+:15]([C:13]1[C:4]2[N:5]([N:1]=[N:2][N:3]=2)[C:6]2[C:11]([C:12]=1[OH:14])=[CH:10][CH:9]=[CH:8][CH:7]=2)([O-:17])=[O:16], predict the reactants needed to synthesize it. The reactants are: [N:1]1[N:5]2[C:6]3[C:11]([C:12]([OH:14])=[CH:13][C:4]2=[N:3][N:2]=1)=[CH:10][CH:9]=[CH:8][CH:7]=3.[N+:15]([O-])([OH:17])=[O:16].